This data is from Forward reaction prediction with 1.9M reactions from USPTO patents (1976-2016). The task is: Predict the product of the given reaction. (1) Given the reactants [Cl:1][C:2]1[CH:9]=[CH:8][C:5]([CH:6]=[O:7])=[CH:4][CH:3]=1.[C:10]1([Mg]Br)[CH:15]=[CH:14][CH:13]=[CH:12][CH:11]=1.Cl, predict the reaction product. The product is: [Cl:1][C:2]1[CH:9]=[CH:8][C:5]([CH:6]([C:10]2[CH:15]=[CH:14][CH:13]=[CH:12][CH:11]=2)[OH:7])=[CH:4][CH:3]=1. (2) Given the reactants [Cl:1][C:2]1[N:7]=[C:6]([Cl:8])[N:5]=[C:4](Cl)[N:3]=1.[CH3:10][Mg]Cl, predict the reaction product. The product is: [Cl:1][C:2]1[N:7]=[C:6]([Cl:8])[N:5]=[C:4]([CH3:10])[N:3]=1.